This data is from TCR-epitope binding with 47,182 pairs between 192 epitopes and 23,139 TCRs. The task is: Binary Classification. Given a T-cell receptor sequence (or CDR3 region) and an epitope sequence, predict whether binding occurs between them. The epitope is GILGFVFTL. The TCR CDR3 sequence is CAWITEMNTEAFF. Result: 1 (the TCR binds to the epitope).